This data is from Reaction yield outcomes from USPTO patents with 853,638 reactions. The task is: Predict the reaction yield, written as a fraction of the theoretical maximum amount of product (1.0 means a 100% yield; for example, 0.34 means a 34% yield). (1) The reactants are Br[C:2]1[CH:3]=[CH:4][C:5]2[O:14][CH2:13][CH2:12][C:11]3[S:10][C:9]([C:15]4[N:16]([CH:20]([CH3:22])[CH3:21])[N:17]=[CH:18][N:19]=4)=[N:8][C:7]=3[C:6]=2[CH:23]=1.[N:24]1([C:29]2[CH:34]=[CH:33][C:32](B3OC(C)(C)C(C)(C)O3)=[CH:31][N:30]=2)[CH2:28][CH2:27][CH2:26][CH2:25]1. No catalyst specified. The product is [CH:20]([N:16]1[C:15]([C:9]2[S:10][C:11]3[CH2:12][CH2:13][O:14][C:5]4[CH:4]=[CH:3][C:2]([C:32]5[CH:31]=[N:30][C:29]([N:24]6[CH2:25][CH2:26][CH2:27][CH2:28]6)=[CH:34][CH:33]=5)=[CH:23][C:6]=4[C:7]=3[N:8]=2)=[N:19][CH:18]=[N:17]1)([CH3:22])[CH3:21]. The yield is 0.620. (2) The reactants are [CH3:1][C:2]1[CH:7]=[CH:6][C:5]([CH3:8])=[CH:4][C:3]=1[CH2:9][C:10]([N:12]1[CH2:17][CH2:16][CH:15]([C:18]2[S:19][CH:20]=[C:21](C(O)=O)[N:22]=2)[CH2:14][CH2:13]1)=[O:11].C([N:28]([CH2:31]C)CC)C.C1(P(N=[N+]=[N-])(C2C=CC=CC=2)=[O:40])C=CC=CC=1.O.[C:51]([OH:55])([CH3:54])([CH3:53])[CH3:52]. The catalyst is C(#N)C. The product is [C:51]([O:55][C:31](=[O:40])[NH:28][C:21]1[N:22]=[C:18]([CH:15]2[CH2:14][CH2:13][N:12]([C:10](=[O:11])[CH2:9][C:3]3[CH:4]=[C:5]([CH3:8])[CH:6]=[CH:7][C:2]=3[CH3:1])[CH2:17][CH2:16]2)[S:19][CH:20]=1)([CH3:54])([CH3:53])[CH3:52]. The yield is 0.730.